Dataset: Forward reaction prediction with 1.9M reactions from USPTO patents (1976-2016). Task: Predict the product of the given reaction. Given the reactants C([N:9]1[CH2:13][CH2:12][C@@H:11]([N:14]([CH3:31])[CH2:15][C:16]([N:18]([C:25]2[CH:30]=[CH:29][CH:28]=[CH:27][CH:26]=2)[C:19]2[CH:24]=[CH:23][CH:22]=[CH:21][CH:20]=2)=[O:17])[CH2:10]1)(=O)C1C=CC=CC=1, predict the reaction product. The product is: [CH3:31][N:14]([C@@H:11]1[CH2:12][CH2:13][NH:9][CH2:10]1)[CH2:15][C:16]([N:18]([C:25]1[CH:26]=[CH:27][CH:28]=[CH:29][CH:30]=1)[C:19]1[CH:20]=[CH:21][CH:22]=[CH:23][CH:24]=1)=[O:17].